Dataset: Reaction yield outcomes from USPTO patents with 853,638 reactions. Task: Predict the reaction yield, written as a fraction of the theoretical maximum amount of product (1.0 means a 100% yield; for example, 0.34 means a 34% yield). The reactants are [CH3:1][C:2]([C:6]1[CH:11]=[CH:10][CH:9]=[CH:8][CH:7]=1)([CH3:5])[C:3]#N.[H-].C([Al+]CC(C)C)C(C)C.[OH2:22].Cl. The catalyst is CCCCCC. The product is [CH3:1][C:2]([C:6]1[CH:11]=[CH:10][CH:9]=[CH:8][CH:7]=1)([CH3:5])[CH:3]=[O:22]. The yield is 0.928.